From a dataset of Catalyst prediction with 721,799 reactions and 888 catalyst types from USPTO. Predict which catalyst facilitates the given reaction. (1) Reactant: [CH:1]1([C@@H:7]([NH:9][C:10]([C:12]2[C:21]3[C:16](=[CH:17][C:18]([CH2:22][OH:23])=[CH:19][CH:20]=3)[N:15]=[C:14]([C:24]3[CH:29]=[CH:28][CH:27]=[CH:26][CH:25]=3)[C:13]=2[CH3:30])=[O:11])[CH3:8])[CH2:6][CH2:5][CH2:4][CH2:3][CH2:2]1.[OH-:31].[K+]. Product: [CH:1]1([C@@H:7]([NH:9][C:10]([C:12]2[C:21]3[C:16](=[CH:17][C:18]([C:22]([OH:31])=[O:23])=[CH:19][CH:20]=3)[N:15]=[C:14]([C:24]3[CH:29]=[CH:28][CH:27]=[CH:26][CH:25]=3)[C:13]=2[CH3:30])=[O:11])[CH3:8])[CH2:6][CH2:5][CH2:4][CH2:3][CH2:2]1. The catalyst class is: 1. (2) Reactant: O[C:2]([C:27]1[CH:32]=[CH:31][CH:30]=[CH:29][CH:28]=1)([CH2:23][C:24]([CH3:26])=[CH2:25])[CH2:3][CH2:4][N:5]([C:19]([O:21]C)=[O:20])[C@H:6]1[CH2:11][CH2:10][CH2:9][N:8]([C:12]([O:14][C:15]([CH3:18])([CH3:17])[CH3:16])=[O:13])[CH2:7]1.[H-].[Na+]. Product: [CH3:26][C:24](=[CH2:25])[CH2:23][C@@:2]1([C:27]2[CH:32]=[CH:31][CH:30]=[CH:29][CH:28]=2)[O:20][C:19](=[O:21])[N:5]([C@H:6]2[CH2:11][CH2:10][CH2:9][N:8]([C:12]([O:14][C:15]([CH3:18])([CH3:17])[CH3:16])=[O:13])[CH2:7]2)[CH2:4][CH2:3]1. The catalyst class is: 116. (3) Reactant: Cl.[C:2]([C:4]1[CH:9]=[CH:8][C:7]([NH:10]N)=[CH:6][CH:5]=1)#[N:3].[O:12]1[CH:17]=[CH:16][CH2:15][CH2:14][CH2:13]1.S(=O)(=O)(O)O. Product: [OH:12][CH2:13][CH2:14][CH2:15][C:16]1[C:8]2[C:7](=[CH:6][CH:5]=[C:4]([C:2]#[N:3])[CH:9]=2)[NH:10][CH:17]=1. The catalyst class is: 80. (4) The catalyst class is: 7. Product: [CH3:11][O:12][CH2:13][CH2:14][CH2:15][C:16]1[N:20]([CH2:21][O:22][CH2:23][CH2:24][Si:25]([CH3:26])([CH3:27])[CH3:28])[C:19]2[CH:29]=[CH:30][CH:31]=[C:32]([CH2:33][OH:34])[C:18]=2[N:17]=1. Reactant: [H-].C([Al+]CC(C)C)C(C)C.[CH3:11][O:12][CH2:13][CH2:14][CH2:15][C:16]1[N:20]([CH2:21][O:22][CH2:23][CH2:24][Si:25]([CH3:28])([CH3:27])[CH3:26])[C:19]2[CH:29]=[CH:30][CH:31]=[C:32]([C:33](OC)=[O:34])[C:18]=2[N:17]=1. (5) Reactant: [O:1]1[CH2:5][CH2:4][C:3]2[CH:6]=[C:7]([C:10]3[C:18]4[C:13](=[CH:14][CH:15]=[C:16]([C:19]#[N:20])[CH:17]=4)[NH:12][N:11]=3)[CH:8]=[CH:9][C:2]1=2.[OH:21]O.[OH-].[Na+].Cl. Product: [O:1]1[CH2:5][CH2:4][C:3]2[CH:6]=[C:7]([C:10]3[C:18]4[C:13](=[CH:14][CH:15]=[C:16]([C:19]([NH2:20])=[O:21])[CH:17]=4)[NH:12][N:11]=3)[CH:8]=[CH:9][C:2]1=2. The catalyst class is: 97. (6) Reactant: [CH:1]1([C:4]2[N:8]([CH2:9][C:10]3[C:15]([F:16])=[CH:14][C:13]([O:17][CH2:18][CH3:19])=[CH:12][C:11]=3[F:20])[N:7]=[C:6]([C:21]3[N:26]=[C:25]([NH2:27])[CH:24]=[C:23]([NH2:28])[N:22]=3)[C:5]=2[CH3:29])[CH2:3][CH2:2]1.C(N(CC)CC)C.[C:37](Cl)(=[O:40])[CH:38]=[CH2:39]. Product: [NH2:28][C:23]1[N:22]=[C:21]([C:6]2[C:5]([CH3:29])=[C:4]([CH:1]3[CH2:3][CH2:2]3)[N:8]([CH2:9][C:10]3[C:11]([F:20])=[CH:12][C:13]([O:17][CH2:18][CH3:19])=[CH:14][C:15]=3[F:16])[N:7]=2)[N:26]=[C:25]([NH:27][C:37](=[O:40])[CH:38]=[CH2:39])[CH:24]=1. The catalyst class is: 3. (7) Reactant: [CH:1]([N:4]1[C:8]([C:9]2[N:10]=[C:11]3[C:17]4[CH:18]=[CH:19][C:20]([C:22]5[N:26]([CH2:27][CH2:28][O:29]C6CCCCO6)[C:25]([CH3:36])=[N:24][CH:23]=5)=[CH:21][C:16]=4[O:15][CH2:14][CH2:13][N:12]3[CH:37]=2)=[N:7][CH:6]=[N:5]1)([CH3:3])[CH3:2].[CH:38]([N:41]1[C:45]([C:46]2[N:47]=[C:48]3[C:54]4[CH:55]=[CH:56][C:57]([C:59]5[N:60]=[C:61]([CH3:73])[N:62]([CH2:64][CH2:65][O:66]C6CCCCO6)[CH:63]=5)=[CH:58][C:53]=4[O:52][CH2:51][CH2:50][N:49]3[CH:74]=2)=[N:44][CH:43]=[N:42]1)([CH3:40])[CH3:39].Cl. Product: [CH:38]([N:41]1[C:45]([C:46]2[N:47]=[C:48]3[C:54]4[CH:55]=[CH:56][C:57]([C:59]5[N:60]=[C:61]([CH3:73])[N:62]([CH2:64][CH2:65][OH:66])[CH:63]=5)=[CH:58][C:53]=4[O:52][CH2:51][CH2:50][N:49]3[CH:74]=2)=[N:44][CH:43]=[N:42]1)([CH3:40])[CH3:39].[CH:1]([N:4]1[C:8]([C:9]2[N:10]=[C:11]3[C:17]4[CH:18]=[CH:19][C:20]([C:22]5[N:26]([CH2:27][CH2:28][OH:29])[C:25]([CH3:36])=[N:24][CH:23]=5)=[CH:21][C:16]=4[O:15][CH2:14][CH2:13][N:12]3[CH:37]=2)=[N:7][CH:6]=[N:5]1)([CH3:3])[CH3:2]. The catalyst class is: 5. (8) Reactant: [F:1][CH:2]([F:32])[C:3]1[N:7]([C:8]2[N:13]=[C:12]([N:14]3[CH2:19][CH2:18][O:17][CH2:16][CH2:15]3)[N:11]=[C:10]([NH:20][C@H:21]3[CH2:26][CH2:25][C@H:24]([NH2:27])[CH2:23][CH2:22]3)[N:9]=2)[C:6]2[CH:28]=[CH:29][CH:30]=[CH:31][C:5]=2[N:4]=1.C(N(CC)CC)C.[C:40](O[C:40]([O:42][C:43]([CH3:46])([CH3:45])[CH3:44])=[O:41])([O:42][C:43]([CH3:46])([CH3:45])[CH3:44])=[O:41].O. Product: [C:43]([O:42][C:40](=[O:41])[NH:27][C@H:24]1[CH2:23][CH2:22][C@H:21]([NH:20][C:10]2[N:9]=[C:8]([N:7]3[C:6]4[CH:28]=[CH:29][CH:30]=[CH:31][C:5]=4[N:4]=[C:3]3[CH:2]([F:1])[F:32])[N:13]=[C:12]([N:14]3[CH2:15][CH2:16][O:17][CH2:18][CH2:19]3)[N:11]=2)[CH2:26][CH2:25]1)([CH3:46])([CH3:45])[CH3:44]. The catalyst class is: 4. (9) Product: [CH2:7]([O:6][P:4]([CH2:9][C:10]([O:16][CH2:13][C:14]#[CH:15])=[O:11])([O:3][CH2:1][CH3:2])=[O:5])[CH3:8]. Reactant: [CH2:1]([O:3][P:4]([CH2:9][C:10](Cl)=[O:11])([O:6][CH2:7][CH3:8])=[O:5])[CH3:2].[CH2:13]([OH:16])[C:14]#[CH:15].C(N(CC)CC)C. The catalyst class is: 11.